The task is: Predict which catalyst facilitates the given reaction.. This data is from Catalyst prediction with 721,799 reactions and 888 catalyst types from USPTO. (1) Reactant: [C:1]([C:3]1[C:4]([N:15]2[CH2:18][CH:17]([CH2:19][C:20]([OH:22])=O)[CH2:16]2)=[N:5][C:6]([CH3:14])=[C:7]([C:9]([O:11][CH2:12][CH3:13])=[O:10])[CH:8]=1)#[N:2].CN(C(ON1N=NC2C=CC=CC1=2)=[N+](C)C)C.[B-](F)(F)(F)F.CCN(C(C)C)C(C)C.[F:54][C:55]1[CH:60]=[CH:59][C:58]([CH2:61][S:62]([NH2:65])(=[O:64])=[O:63])=[CH:57][CH:56]=1.C([O-])(O)=O.[Na+]. Product: [C:1]([C:3]1[C:4]([N:15]2[CH2:18][CH:17]([CH2:19][C:20]([NH:65][S:62]([CH2:61][C:58]3[CH:59]=[CH:60][C:55]([F:54])=[CH:56][CH:57]=3)(=[O:64])=[O:63])=[O:22])[CH2:16]2)=[N:5][C:6]([CH3:14])=[C:7]([CH:8]=1)[C:9]([O:11][CH2:12][CH3:13])=[O:10])#[N:2]. The catalyst class is: 2. (2) Reactant: [NH2:1][CH2:2][C@H:3]1[CH2:8][CH2:7][C@H:6]([NH:9][C:10]2[CH:15]=[C:14]([C:16]3[CH:21]=[CH:20][CH:19]=[C:18]([NH:22][CH2:23][C:24]4([C:30]#[N:31])[CH2:29][CH2:28][O:27][CH2:26][CH2:25]4)[N:17]=3)[C:13]([Cl:32])=[CH:12][N:11]=2)[CH2:5][CH2:4]1.CCN(C(C)C)C(C)C.Br[C:43]([CH3:50])([CH3:49])[C:44]([O:46][CH2:47][CH3:48])=[O:45]. Product: [Cl:32][C:13]1[C:14]([C:16]2[CH:21]=[CH:20][CH:19]=[C:18]([NH:22][CH2:23][C:24]3([C:30]#[N:31])[CH2:25][CH2:26][O:27][CH2:28][CH2:29]3)[N:17]=2)=[CH:15][C:10]([NH:9][C@H:6]2[CH2:7][CH2:8][C@H:3]([CH2:2][NH:1][C:43]([CH3:50])([CH3:49])[C:44]([O:46][CH2:47][CH3:48])=[O:45])[CH2:4][CH2:5]2)=[N:11][CH:12]=1. The catalyst class is: 44. (3) Reactant: [CH:1]12[CH2:10][CH:5]3[CH2:6][CH:7]([CH2:9][CH:3]([CH2:4]3)[CH:2]1[C:11]#[N:12])[CH2:8]2.C([N-]C(C)C)(C)C.[Li+].Cl[C:22]([O:24][CH3:25])=[O:23]. Product: [C:11]([C:2]1([C:22]([O:24][CH3:25])=[O:23])[CH:3]2[CH2:9][CH:7]3[CH2:6][CH:5]([CH2:10][CH:1]1[CH2:8]3)[CH2:4]2)#[N:12]. The catalyst class is: 7. (4) Reactant: C(OC([NH:8][CH2:9][CH2:10][NH:11][C@H:12]1[CH2:17][CH2:16][C@H:15]([CH2:18][C:19]([NH:21][C@H:22]2[CH2:27][C:26]3[CH:28]=[CH:29][CH:30]=[C:31]([C:32]([OH:34])=[O:33])[C:25]=3[O:24][B:23]2[OH:35])=[O:20])[CH2:14][CH2:13]1)=O)(C)(C)C.Cl. Product: [NH2:8][CH2:9][CH2:10][NH:11][C@H:12]1[CH2:17][CH2:16][C@H:15]([CH2:18][C:19]([NH:21][C@H:22]2[CH2:27][C:26]3[CH:28]=[CH:29][CH:30]=[C:31]([C:32]([OH:34])=[O:33])[C:25]=3[O:24][B:23]2[OH:35])=[O:20])[CH2:14][CH2:13]1. The catalyst class is: 12. (5) Reactant: [C:1]([O:5][C:6]([NH:8][CH2:9][CH2:10][CH2:11][O:12][C:13]1[CH:22]=[C:21]([O:23][CH3:24])[CH:20]=[CH:19][C:14]=1[C:15]([O:17]C)=[O:16])=[O:7])([CH3:4])([CH3:3])[CH3:2].O1CCCC1. Product: [C:1]([O:5][C:6]([NH:8][CH2:9][CH2:10][CH2:11][O:12][C:13]1[CH:22]=[C:21]([O:23][CH3:24])[CH:20]=[CH:19][C:14]=1[C:15]([OH:17])=[O:16])=[O:7])([CH3:3])([CH3:4])[CH3:2]. The catalyst class is: 6. (6) Reactant: [CH2:1]([N:5]1[C:13]2[C:8](=[CH:9][C:10]([OH:14])=[CH:11][CH:12]=2)[CH:7]=[N:6]1)[CH:2]([CH3:4])[CH3:3].C([O-])([O-])=O.[K+].[K+].F[C:22]1[CH:29]=[CH:28][C:27]([F:30])=[CH:26][C:23]=1[C:24]#[N:25]. Product: [F:30][C:27]1[CH:28]=[CH:29][C:22]([O:14][C:10]2[CH:9]=[C:8]3[C:13](=[CH:12][CH:11]=2)[N:5]([CH2:1][CH:2]([CH3:4])[CH3:3])[N:6]=[CH:7]3)=[C:23]([CH:26]=1)[C:24]#[N:25]. The catalyst class is: 3. (7) Reactant: [C:1]([O:5][C:6]([N:8]1[CH2:12][CH2:11][CH:10]([C:13](=O)[NH:14][C:15]2[CH:16]=[C:17]3[C:21](=[CH:22][C:23]=2[CH:24]=O)[N:20]([C:26]([C:39]2[CH:44]=[CH:43][CH:42]=[CH:41][CH:40]=2)([C:33]2[CH:38]=[CH:37][CH:36]=[CH:35][CH:34]=2)[C:27]2[CH:32]=[CH:31][CH:30]=[CH:29][CH:28]=2)[N:19]=[C:18]3[Br:45])[CH2:9]1)=[O:7])([CH3:4])([CH3:3])[CH3:2].[NH4+:47].[OH-]. Product: [C:1]([O:5][C:6]([N:8]1[CH2:12][CH2:11][CH:10]([C:13]2[N:47]=[CH:24][C:23]3[CH:22]=[C:21]4[N:20]([C:26]([C:33]5[CH:38]=[CH:37][CH:36]=[CH:35][CH:34]=5)([C:39]5[CH:44]=[CH:43][CH:42]=[CH:41][CH:40]=5)[C:27]5[CH:28]=[CH:29][CH:30]=[CH:31][CH:32]=5)[N:19]=[C:18]([Br:45])[C:17]4=[CH:16][C:15]=3[N:14]=2)[CH2:9]1)=[O:7])([CH3:4])([CH3:3])[CH3:2]. The catalyst class is: 155.